Predict the reactants needed to synthesize the given product. From a dataset of Full USPTO retrosynthesis dataset with 1.9M reactions from patents (1976-2016). (1) Given the product [CH3:1][O:2][C:3]1[CH:8]=[N:7][C:6]([N:9]2[CH:13]=[N:12][C:11]([CH2:14][OH:15])=[N:10]2)=[C:5]2[NH:18][CH:19]=[CH:20][C:4]=12, predict the reactants needed to synthesize it. The reactants are: [CH3:1][O:2][C:3]1[CH:8]=[N:7][C:6]([N:9]2[CH:13]=[N:12][C:11]([C:14](OC)=[O:15])=[N:10]2)=[C:5]2[NH:18][CH:19]=[CH:20][C:4]=12.[H-].[H-].[H-].[H-].[Li+].[Al+3]. (2) Given the product [CH2:1]([O:2][C:3](=[O:25])[CH2:4][N:5]1[C:11]2[CH:12]=[CH:13][CH:14]=[CH:15][C:10]=2[NH:9][CH2:8][C@H:7]([NH:16][C:17]([O:19][C:20]([CH3:22])([CH3:21])[CH3:23])=[O:18])[C:6]1=[O:24])[C:32]1[CH:37]=[CH:36][CH:35]=[CH:34][CH:33]=1, predict the reactants needed to synthesize it. The reactants are: [CH3:1][O:2][C:3](=[O:25])[CH2:4][N:5]1[C:11]2[CH:12]=[CH:13][CH:14]=[CH:15][C:10]=2[NH:9][CH2:8][C@H:7]([NH:16][C:17]([O:19][C:20]([CH3:23])([CH3:22])[CH3:21])=[O:18])[C:6]1=[O:24].BrCC(OC[C:32]1[CH:37]=[CH:36][CH:35]=[CH:34][CH:33]=1)=O. (3) Given the product [CH3:2][O:3][C:4](=[O:25])[C@H:5]([CH:22]([CH3:23])[CH3:24])[N:6]([CH2:7][C:8]1[CH:13]=[CH:12][C:11]([C:14]2[CH:19]=[CH:18][CH:17]=[CH:16][C:15]=2[C:20]#[N:21])=[CH:10][CH:9]=1)[C:31](=[O:36])[CH2:32][CH2:33][CH2:34][CH3:35], predict the reactants needed to synthesize it. The reactants are: Cl.[CH3:2][O:3][C:4](=[O:25])[C@H:5]([CH:22]([CH3:24])[CH3:23])[NH:6][CH2:7][C:8]1[CH:13]=[CH:12][C:11]([C:14]2[CH:19]=[CH:18][CH:17]=[CH:16][C:15]=2[C:20]#[N:21])=[CH:10][CH:9]=1.C(=O)(O)[O-].[Na+].[C:31](Cl)(=[O:36])[CH2:32][CH2:33][CH2:34][CH3:35]. (4) Given the product [Cl:18][C:12]1[CH:13]=[C:14]([Cl:17])[CH:15]=[CH:16][C:11]=1[C:4]1[N:3]=[C:2]([NH:31][CH2:30][CH2:29][NH:28][C:25]2[CH:24]=[CH:23][C:22]([N+:19]([O-:21])=[O:20])=[CH:27][N:26]=2)[N:7]2[CH:8]=[CH:9][N:10]=[C:6]2[CH:5]=1, predict the reactants needed to synthesize it. The reactants are: Cl[C:2]1[N:7]2[CH:8]=[CH:9][N:10]=[C:6]2[CH:5]=[C:4]([C:11]2[CH:16]=[CH:15][C:14]([Cl:17])=[CH:13][C:12]=2[Cl:18])[N:3]=1.[N+:19]([C:22]1[CH:23]=[CH:24][C:25]([NH:28][CH2:29][CH2:30][NH2:31])=[N:26][CH:27]=1)([O-:21])=[O:20]. (5) Given the product [Cl:15][C:16]1[CH:21]=[CH:20][C:19]([C:2]2[CH:3]=[C:4]([NH2:14])[CH:5]=[N:6][C:7]=2[O:8][CH2:9][C:10]([F:13])([F:12])[F:11])=[CH:18][C:17]=1[F:25], predict the reactants needed to synthesize it. The reactants are: Br[C:2]1[CH:3]=[C:4]([NH2:14])[CH:5]=[N:6][C:7]=1[O:8][CH2:9][C:10]([F:13])([F:12])[F:11].[Cl:15][C:16]1[CH:21]=[CH:20][C:19](B(O)O)=[CH:18][C:17]=1[F:25]. (6) Given the product [NH3:11].[CH3:1][O:2][C:3](=[O:32])[CH2:4][O:5][C:6]1[CH:15]=[CH:14][C:13]([F:16])=[C:12]2[C:7]=1[C:8]([O:31][CH:45]([F:47])[F:46])=[C:9]([CH2:19][C:20]1[CH:21]=[CH:22][C:23]([S:26]([CH2:29][CH3:30])(=[O:27])=[O:28])=[CH:24][CH:25]=1)[C:10]([CH2:17][CH3:18])=[N:11]2, predict the reactants needed to synthesize it. The reactants are: [CH3:1][O:2][C:3](=[O:32])[CH2:4][O:5][C:6]1[CH:15]=[CH:14][C:13]([F:16])=[C:12]2[C:7]=1[C:8](=[O:31])[C:9]([CH2:19][C:20]1[CH:25]=[CH:24][C:23]([S:26]([CH2:29][CH3:30])(=[O:28])=[O:27])=[CH:22][CH:21]=1)=[C:10]([CH2:17][CH3:18])[NH:11]2.CN(C)C=O.C(=O)([O-])[O-].[K+].[K+].Cl[C:45](OC(=O)C)([F:47])[F:46].